The task is: Predict which catalyst facilitates the given reaction.. This data is from Catalyst prediction with 721,799 reactions and 888 catalyst types from USPTO. (1) Reactant: [CH3:1][CH2:2][O:3][C:4](/[C:6](/Cl)=[N:7]\[OH:8])=[O:5].[CH2:10]([O:14][CH:15]1[CH2:20][CH2:19][CH2:18][CH2:17][O:16]1)[CH2:11][C:12]#[CH:13].C(N(CC)CC)C. Product: [O:16]1[CH2:17][CH2:18][CH2:19][CH2:20][CH:15]1[O:14][CH2:10][CH2:11][C:12]1[O:8][N:7]=[C:6]([C:4]([O:3][CH2:2][CH3:1])=[O:5])[CH:13]=1. The catalyst class is: 27. (2) Reactant: Br[C:2]1[C:3](=[O:9])[NH:4][N:5]=[C:6]([Cl:8])[CH:7]=1.[CH3:10][N:11]1[CH:15]=[CH:14][C:13]([NH2:16])=[N:12]1.C(P(C(C)(C)C)C1C=CC=CC=1C1C(C(C)C)=CC(C(C)C)=CC=1C(C)C)(C)(C)C.CC(C)([O-])C.[Na+]. Product: [Cl:8][C:6]1[CH:7]=[C:2]([NH:16][C:13]2[CH:14]=[CH:15][N:11]([CH3:10])[N:12]=2)[C:3](=[O:9])[NH:4][N:5]=1. The catalyst class is: 62. (3) Reactant: [F:1][C:2]1[C:7]([F:8])=[C:6]([S:9]([CH2:12][CH2:13][C:14]2[CH:19]=[CH:18][CH:17]=[CH:16][CH:15]=2)(=[O:11])=[O:10])[C:5](F)=[C:4]([F:21])[C:3]=1[S:22]([NH2:25])(=[O:24])=[O:23].[CH3:26][NH2:27]. Product: [CH3:26][NH:27][C:5]1[C:4]([F:21])=[C:3]([S:22]([NH2:25])(=[O:24])=[O:23])[C:2]([F:1])=[C:7]([F:8])[C:6]=1[S:9]([CH2:12][CH2:13][C:14]1[CH:19]=[CH:18][CH:17]=[CH:16][CH:15]=1)(=[O:11])=[O:10]. The catalyst class is: 5.